Dataset: NCI-60 drug combinations with 297,098 pairs across 59 cell lines. Task: Regression. Given two drug SMILES strings and cell line genomic features, predict the synergy score measuring deviation from expected non-interaction effect. Drug 1: CC12CCC3C(C1CCC2O)C(CC4=C3C=CC(=C4)O)CCCCCCCCCS(=O)CCCC(C(F)(F)F)(F)F. Drug 2: CCCCCOC(=O)NC1=NC(=O)N(C=C1F)C2C(C(C(O2)C)O)O. Cell line: NCI-H460. Synergy scores: CSS=-0.339, Synergy_ZIP=-0.376, Synergy_Bliss=-0.716, Synergy_Loewe=-0.843, Synergy_HSA=-0.789.